This data is from Full USPTO retrosynthesis dataset with 1.9M reactions from patents (1976-2016). The task is: Predict the reactants needed to synthesize the given product. (1) The reactants are: Cl[C:2]1[CH:7]=[C:6]([N:8]2[CH2:13][CH2:12][CH:11]([C:14]3[C:22]4[C:17](=[N:18][CH:19]=[CH:20][CH:21]=4)[NH:16][N:15]=3)[CH2:10][CH2:9]2)[N:5]=[C:4]([C:23]([NH:25][CH:26]2[CH2:29][CH2:28][CH2:27]2)=[O:24])[N:3]=1.[CH3:30][O:31][CH2:32][C@H:33]([OH:35])[CH3:34].C[Si]([N-][Si](C)(C)C)(C)C.[K+]. Given the product [CH:26]1([NH:25][C:23]([C:4]2[N:3]=[C:2]([O:35][C@H:33]([CH3:34])[CH2:32][O:31][CH3:30])[CH:7]=[C:6]([N:8]3[CH2:13][CH2:12][CH:11]([C:14]4[C:22]5[C:17](=[N:18][CH:19]=[CH:20][CH:21]=5)[NH:16][N:15]=4)[CH2:10][CH2:9]3)[N:5]=2)=[O:24])[CH2:29][CH2:28][CH2:27]1, predict the reactants needed to synthesize it. (2) The reactants are: [CH:1]1([C:4]2[CH:5]=[CH:6][C:7]([C:19]([OH:21])=O)=[N:8][C:9]=2[O:10][CH2:11][C:12]([F:18])([F:17])[C:13]([F:16])([F:15])[F:14])[CH2:3][CH2:2]1.Cl.[F:23][C:24]1([F:32])[CH2:28][NH:27][C@@H:26]([C:29]([NH2:31])=[O:30])[CH2:25]1. Given the product [CH:1]1([C:4]2[CH:5]=[CH:6][C:7]([C:19]([N:27]3[CH2:28][C:24]([F:32])([F:23])[CH2:25][C@@H:26]3[C:29]([NH2:31])=[O:30])=[O:21])=[N:8][C:9]=2[O:10][CH2:11][C:12]([F:17])([F:18])[C:13]([F:14])([F:16])[F:15])[CH2:2][CH2:3]1, predict the reactants needed to synthesize it. (3) Given the product [Br:28][C:29]1[CH:38]=[CH:37][C:32]([C:33]([NH:35][NH:36][C:20]([NH:1][CH2:2][C@@H:3]2[CH2:7][CH2:6][N:5]([C:8]([O:10][C:11]([CH3:14])([CH3:13])[CH3:12])=[O:9])[CH2:4]2)=[O:21])=[O:34])=[CH:31][C:30]=1[F:39], predict the reactants needed to synthesize it. The reactants are: [NH2:1][CH2:2][C@@H:3]1[CH2:7][CH2:6][N:5]([C:8]([O:10][C:11]([CH3:14])([CH3:13])[CH3:12])=[O:9])[CH2:4]1.C1N=CN([C:20](N2C=NC=C2)=[O:21])C=1.Cl.[Br:28][C:29]1[CH:38]=[CH:37][C:32]([C:33]([NH:35][NH2:36])=[O:34])=[CH:31][C:30]=1[F:39].CCN(C(C)C)C(C)C. (4) Given the product [ClH:1].[O:32]1[C:41]2[C:36](=[CH:37][CH:38]=[C:39]([CH2:42][NH:3][CH:4]3[CH2:5][CH2:6][N:7]([CH2:10][C@H:11]4[N:21]5[C:22]6[N:13]([C:14](=[O:24])[CH:15]=[CH:16][C:17]=6[CH:18]=[CH:19][C:20]5=[O:23])[CH2:12]4)[CH2:8][CH2:9]3)[CH:40]=2)[CH2:35][CH2:34][CH2:33]1, predict the reactants needed to synthesize it. The reactants are: [ClH:1].Cl.[NH2:3][CH:4]1[CH2:9][CH2:8][N:7]([CH2:10][C@H:11]2[N:21]3[C:22]4[N:13]([C:14](=[O:24])[CH:15]=[CH:16][C:17]=4[CH:18]=[CH:19][C:20]3=[O:23])[CH2:12]2)[CH2:6][CH2:5]1.C(N(CC)CC)C.[O:32]1[C:41]2[C:36](=[CH:37][CH:38]=[C:39]([CH:42]=O)[CH:40]=2)[CH2:35][CH2:34][CH2:33]1.C(O[BH-](OC(=O)C)OC(=O)C)(=O)C.[Na+].